Dataset: Full USPTO retrosynthesis dataset with 1.9M reactions from patents (1976-2016). Task: Predict the reactants needed to synthesize the given product. (1) The reactants are: CCN(C(C)C)C(C)C.OC(C(F)(F)F)=O.[NH2:17][CH2:18][C:19]([N:21]1[CH2:26][CH2:25][N:24]([C:27](=[O:38])[C:28]2[CH:33]=[CH:32][CH:31]=[CH:30][C:29]=2[C:34]([F:37])([F:36])[F:35])[CH2:23][CH2:22]1)=[O:20].C1C=CC2N(O)N=NC=2C=1.CCN=C=NCCCN(C)C.Cl.[CH2:61]([O:68][C:69]1[CH:74]=[CH:73][C:72]([C:75]2[O:79][N:78]=[C:77]([C:80](O)=[O:81])[CH:76]=2)=[CH:71][CH:70]=1)[C:62]1[CH:67]=[CH:66][CH:65]=[CH:64][CH:63]=1. Given the product [O:20]=[C:19]([N:21]1[CH2:22][CH2:23][N:24]([C:27](=[O:38])[C:28]2[CH:33]=[CH:32][CH:31]=[CH:30][C:29]=2[C:34]([F:37])([F:35])[F:36])[CH2:25][CH2:26]1)[CH2:18][NH:17][C:80]([C:77]1[CH:76]=[C:75]([C:72]2[CH:71]=[CH:70][C:69]([O:68][CH2:61][C:62]3[CH:67]=[CH:66][CH:65]=[CH:64][CH:63]=3)=[CH:74][CH:73]=2)[O:79][N:78]=1)=[O:81], predict the reactants needed to synthesize it. (2) Given the product [Cl:1][CH2:2][CH2:3][CH2:4][N:5]1[CH2:10][C:9]2[CH:11]=[CH:12][CH:13]=[CH:14][C:8]=2[N:7]([C:23]2[CH:22]=[CH:21][CH:20]=[C:19]([O:18][CH3:17])[CH:24]=2)[S:6]1(=[O:16])=[O:15], predict the reactants needed to synthesize it. The reactants are: [Cl:1][CH2:2][CH2:3][CH2:4][N:5]1[CH2:10][C:9]2[CH:11]=[CH:12][CH:13]=[CH:14][C:8]=2[NH:7][S:6]1(=[O:16])=[O:15].[CH3:17][O:18][C:19]1[CH:20]=[C:21](B(O)O)[CH:22]=[CH:23][CH:24]=1. (3) Given the product [Si:18]([O:17][CH2:16][CH2:15][O:14][CH2:13][C:10]1[N:11]=[CH:12][C:7]([CH:27]([CH3:28])[C:26]([O:25][CH3:29])=[O:3])=[CH:8][CH:9]=1)([C:21]([CH3:24])([CH3:23])[CH3:22])([CH3:20])[CH3:19], predict the reactants needed to synthesize it. The reactants are: C([O-])(=[O:3])C.[Tl+].Br[C:7]1[CH:8]=[CH:9][C:10]([CH2:13][O:14][CH2:15][CH2:16][O:17][Si:18]([C:21]([CH3:24])([CH3:23])[CH3:22])([CH3:20])[CH3:19])=[N:11][CH:12]=1.[O:25]1[CH2:29][CH2:28][CH2:27][CH2:26]1. (4) Given the product [CH2:1]([N:8]1[CH2:12][CH2:11][C@@H:10]([C:13]2[CH:18]=[CH:17][CH:16]=[C:15]([NH2:19])[CH:14]=2)[CH2:9]1)[C:2]1[CH:3]=[CH:4][CH:5]=[CH:6][CH:7]=1, predict the reactants needed to synthesize it. The reactants are: [CH2:1]([N:8]1[CH2:12][CH2:11][C@@H:10]([C:13]2[CH:18]=[CH:17][CH:16]=[C:15]([N+:19]([O-])=O)[CH:14]=2)[CH2:9]1)[C:2]1[CH:7]=[CH:6][CH:5]=[CH:4][CH:3]=1. (5) Given the product [Cl:1][C:2]1[CH:9]=[C:8]([S:24][CH2:18][CH3:17])[C:7]([N+:11]([O-:13])=[O:12])=[CH:6][C:3]=1[C:4]#[N:5], predict the reactants needed to synthesize it. The reactants are: [Cl:1][C:2]1[CH:9]=[C:8](F)[C:7]([N+:11]([O-:13])=[O:12])=[CH:6][C:3]=1[C:4]#[N:5].ClC1C=C([N+]([O-])=O)[C:18]([S:24]CC)=[CH:17]C=1Cl. (6) Given the product [NH2:13][C:12]1[CH:14]=[C:15]([C:17]2[S:21][C:20]([C:27]3([OH:30])[CH2:26][CH2:25][CH:24]([C:31]([OH:33])=[O:32])[C:23]([CH3:22])([CH3:34])[CH:28]3[CH3:29])=[N:19][CH:18]=2)[CH:16]=[C:10]([CH3:9])[CH:11]=1, predict the reactants needed to synthesize it. The reactants are: C([N-]C(C)C)(C)C.[Li+].[CH3:9][C:10]1[CH:11]=[C:12]([CH:14]=[C:15]([C:17]2[S:21][CH:20]=[N:19][CH:18]=2)[CH:16]=1)[NH2:13].[CH3:22][C:23]1([CH3:34])[CH:28]([CH3:29])[C:27](=[O:30])[CH2:26][CH2:25][CH:24]1[C:31]([OH:33])=[O:32]. (7) Given the product [NH2:16][CH:6]([CH:1]1[CH2:2][CH2:3][CH2:4][CH2:5]1)[CH2:7][NH:8][C:9](=[O:15])[O:10][C:11]([CH3:14])([CH3:12])[CH3:13], predict the reactants needed to synthesize it. The reactants are: [CH:1]1([CH:6]([N:16]2C(=O)C3C(=CC=CC=3)C2=O)[CH2:7][NH:8][C:9](=[O:15])[O:10][C:11]([CH3:14])([CH3:13])[CH3:12])[CH2:5][CH2:4][CH2:3][CH2:2]1.NN. (8) Given the product [NH2:1][C:2]1[CH:3]=[CH:4][C:5]([C:8]2[CH:16]=[C:15]3[C:11](=[CH:10][CH:9]=2)[CH2:12][N:13]([CH:18]([CH:23]([CH3:25])[CH3:24])[C:19]([O:21][CH3:22])=[O:20])[CH2:14]3)=[CH:6][CH:7]=1, predict the reactants needed to synthesize it. The reactants are: [NH2:1][C:2]1[CH:7]=[CH:6][C:5]([C:8]2[CH:16]=[C:15]3[C:11]([CH2:12][N:13]([C@@H:18]([CH:23]([CH3:25])[CH3:24])[C:19]([O:21][CH3:22])=[O:20])[C:14]3=O)=[CH:10][CH:9]=2)=[CH:4][CH:3]=1.CC(C)C(N1CC2C(=CC=C(C3C=CC([N+]([O-])=O)=CC=3)C=2)C1)C(OC)=O.